From a dataset of Forward reaction prediction with 1.9M reactions from USPTO patents (1976-2016). Predict the product of the given reaction. (1) The product is: [O:25]([C:20]1[CH:21]=[CH:22][CH:23]=[CH:24][C:19]=1[C:17]1[CH:18]=[C:13]2[C:12]([C:32]3[CH:33]=[CH:34][CH:35]=[CH:36][CH:37]=3)=[CH:11][NH:10][C:14]2=[N:15][CH:16]=1)[C:26]1[CH:27]=[CH:28][CH:29]=[CH:30][CH:31]=1. Given the reactants C1(S([N:10]2[C:14]3=[N:15][CH:16]=[C:17]([C:19]4[CH:24]=[CH:23][CH:22]=[CH:21][C:20]=4[O:25][C:26]4[CH:31]=[CH:30][CH:29]=[CH:28][CH:27]=4)[CH:18]=[C:13]3[C:12]([C:32]3[CH:37]=[CH:36][CH:35]=[CH:34][CH:33]=3)=[CH:11]2)(=O)=O)C=CC=CC=1.[OH-].[Na+], predict the reaction product. (2) Given the reactants [CH2:1]([NH:3][C:4]([NH:6][C:7]1[CH:12]=[CH:11][C:10]([C:13]2[N:14]=[C:15]([N:23]3[CH2:28][CH2:27][O:26][CH2:25][C@@H:24]3[CH3:29])[C:16]3[CH2:22][CH2:21][NH:20][CH2:19][C:17]=3[N:18]=2)=[CH:9][CH:8]=1)=[O:5])[CH3:2].Cl[C:31]([O:33][CH3:34])=[O:32], predict the reaction product. The product is: [CH2:1]([NH:3][C:4](=[O:5])[NH:6][C:7]1[CH:8]=[CH:9][C:10]([C:13]2[N:14]=[C:15]([N:23]3[CH2:28][CH2:27][O:26][CH2:25][C@@H:24]3[CH3:29])[C:16]3[CH2:22][CH2:21][N:20]([C:31]([O:33][CH3:34])=[O:32])[CH2:19][C:17]=3[N:18]=2)=[CH:11][CH:12]=1)[CH3:2]. (3) Given the reactants [Cl:1][C:2]1[CH:3]=[C:4]([N:8]2[N:12]=[N:11][C:10]([CH:13]([OH:15])[CH3:14])=[N:9]2)[CH:5]=[CH:6][CH:7]=1.[H-].[Na+].CS([C:22]1[N:23]([CH3:33])[C:24]([C:27]2[CH:28]=[N:29][CH:30]=[CH:31][CH:32]=2)=[N:25][N:26]=1)(=O)=O, predict the reaction product. The product is: [Cl:1][C:2]1[CH:3]=[C:4]([N:8]2[N:12]=[N:11][C:10]([CH:13]([O:15][C:22]3[N:23]([CH3:33])[C:24]([C:27]4[CH:28]=[N:29][CH:30]=[CH:31][CH:32]=4)=[N:25][N:26]=3)[CH3:14])=[N:9]2)[CH:5]=[CH:6][CH:7]=1. (4) Given the reactants F[C:2]1[CH:14]=[CH:13][C:12]([N+:15]([O-:17])=[O:16])=[CH:11][C:3]=1[C:4]([O:6][C:7]([CH3:10])([CH3:9])[CH3:8])=[O:5].[C:18]([C:20]1[CH:21]=[C:22]2[C:27](=[CH:28][CH:29]=1)[CH:26]=[C:25]([OH:30])[CH:24]=[CH:23]2)#[N:19].C(=O)([O-])[O-].[K+].[K+].O, predict the reaction product. The product is: [C:18]([C:20]1[CH:21]=[C:22]2[C:27](=[CH:28][CH:29]=1)[CH:26]=[C:25]([O:30][C:2]1[CH:14]=[CH:13][C:12]([N+:15]([O-:17])=[O:16])=[CH:11][C:3]=1[C:4]([O:6][C:7]([CH3:10])([CH3:9])[CH3:8])=[O:5])[CH:24]=[CH:23]2)#[N:19]. (5) Given the reactants [CH3:1][O:2][C:3]1[CH:8]=[CH:7][C:6]([CH:9]2[CH2:13][C:12]3([CH2:18][CH2:17][CH2:16][CH2:15][CH2:14]3)[N:11]([CH2:19][C:20](O)=[O:21])[C:10]2=[O:23])=[CH:5][CH:4]=1.C(Cl)(=O)C([Cl:27])=O.CN(C=O)C, predict the reaction product. The product is: [CH3:1][O:2][C:3]1[CH:8]=[CH:7][C:6]([CH:9]2[CH2:13][C:12]3([CH2:18][CH2:17][CH2:16][CH2:15][CH2:14]3)[N:11]([CH2:19][C:20]([Cl:27])=[O:21])[C:10]2=[O:23])=[CH:5][CH:4]=1.